This data is from CYP2D6 inhibition data for predicting drug metabolism from PubChem BioAssay. The task is: Regression/Classification. Given a drug SMILES string, predict its absorption, distribution, metabolism, or excretion properties. Task type varies by dataset: regression for continuous measurements (e.g., permeability, clearance, half-life) or binary classification for categorical outcomes (e.g., BBB penetration, CYP inhibition). Dataset: cyp2d6_veith. (1) The drug is COCCNC(=O)COC(=O)c1nsc(Cl)c1Cl. The result is 0 (non-inhibitor). (2) The molecule is C/C(=N/O)c1cn(-c2ncc(C(F)(F)F)cc2Cl)c(C)n1. The result is 0 (non-inhibitor). (3) The compound is Cc1cc(CSc2ccccc2)ccc1NC(=O)c1cccc([N+](=O)[O-])c1. The result is 0 (non-inhibitor). (4) The compound is O=c1cc(O)cc(/C=C\c2ccc(O)c(O)c2)o1. The result is 0 (non-inhibitor). (5) The molecule is CCc1ccccc1NC(=O)c1ccc(F)c(S(=O)(=O)N2CCC(C(N)=O)CC2)c1. The result is 0 (non-inhibitor). (6) The drug is CO[C@@H]1C=CO[C@]2(C)Oc3c(C)c(O)c4c(O)c(c(CN5CCN(C)CC5)c(O)c4c3C2=O)NC(=O)/C(C)=C\C=C[C@@H](C)[C@@H](O)[C@H](C)[C@@H](O)[C@H](C)[C@H](OC(C)=O)[C@@H]1C. The result is 0 (non-inhibitor). (7) The compound is CC(C)(C)c1ccc(OCC(=O)NNC(=O)CCc2ccccc2)cc1. The result is 0 (non-inhibitor). (8) The compound is Clc1ccc(-c2nnc(-c3cccc4ccccc34)o2)cc1Cl. The result is 0 (non-inhibitor).